This data is from Catalyst prediction with 721,799 reactions and 888 catalyst types from USPTO. The task is: Predict which catalyst facilitates the given reaction. (1) Product: [NH2:22][C:14](=[O:15])[C:13]([CH3:18])([CH3:17])[C@H:12]([NH:11][C:9](=[O:10])[O:8][CH2:1][C:2]1[CH:7]=[CH:6][CH:5]=[CH:4][CH:3]=1)[CH3:19]. Reactant: [CH2:1]([O:8][C:9]([NH:11][C@H:12]([CH3:19])[C:13]([CH3:18])([CH3:17])[C:14](O)=[O:15])=[O:10])[C:2]1[CH:7]=[CH:6][CH:5]=[CH:4][CH:3]=1.CC[N:22](C(C)C)C(C)C.C1C=CC2N(O)N=NC=2C=1.C(Cl)CCl.N. The catalyst class is: 1. (2) The catalyst class is: 5. Reactant: CON=[CH:4][C@@H:5]1[C@@H:9]([CH2:10][O:11][N:12]2[C:16](=[O:17])[C:15]3=[CH:18][CH:19]=[CH:20][CH:21]=[C:14]3[C:13]2=[O:22])[O:8][C@@H:7]([N:23]2[CH:31]=[C:29]([CH3:30])[C:27](=[O:28])[NH:26][C:24]2=[O:25])[CH2:6]1.CC=[O:34]. Product: [CH:4]([C@@H:5]1[C@@H:9]([CH2:10][O:11][N:12]2[C:16](=[O:17])[C:15]3=[CH:18][CH:19]=[CH:20][CH:21]=[C:14]3[C:13]2=[O:22])[O:8][C@@H:7]([N:23]2[CH:31]=[C:29]([CH3:30])[C:27](=[O:28])[NH:26][C:24]2=[O:25])[CH2:6]1)=[O:34]. (3) Reactant: [CH2:1]([O:3][C:4]([C:6]([N:9]=[C:10]([O:12][CH2:13]C)[CH3:11])=C[O-])=[O:5])[CH3:2].[K+].CCOC(C)=O.C([O-])(O)=O.[Na+]. Product: [CH2:1]([O:3][C:4]([C:6]1[N:9]=[C:10]([CH3:11])[O:12][CH:13]=1)=[O:5])[CH3:2]. The catalyst class is: 15. (4) Reactant: [ClH:1].[NH2:2]N.C[N:5](/[CH:7]=[C:8]1/[CH:9]([C:17]2[CH:24]=[CH:23][C:20]([C:21]#[N:22])=[CH:19][C:18]=2[CH3:25])[CH2:10][CH2:11][C:12]([CH3:16])([CH3:15])[C:13]/1=O)C. Product: [ClH:1].[CH3:15][C:12]1([CH3:16])[C:13]2[C:8](=[CH:7][NH:5][N:2]=2)[CH:9]([C:17]2[CH:24]=[CH:23][C:20]([C:21]#[N:22])=[CH:19][C:18]=2[CH3:25])[CH2:10][CH2:11]1. The catalyst class is: 212. (5) Reactant: [NH2:1][CH2:2][C:3]1([CH2:12][C:13]([O:15][C:16]([CH3:19])([CH3:18])[CH3:17])=[O:14])[CH2:9][CH:8]2[CH:4]1[CH:5]=[C:6]([CH2:10][CH3:11])[CH2:7]2.[C:20]([OH:30])(=[O:29])[C@@H:21]([C:23]1[CH:28]=[CH:27][CH:26]=[CH:25][CH:24]=1)[OH:22]. Product: [C:20]([OH:30])(=[O:29])[C@@H:21]([C:23]1[CH:28]=[CH:27][CH:26]=[CH:25][CH:24]=1)[OH:22].[NH2:1][CH2:2][C@:3]1([CH2:12][C:13]([O:15][C:16]([CH3:17])([CH3:19])[CH3:18])=[O:14])[CH2:9][C@@H:8]2[C@H:4]1[CH:5]=[C:6]([CH2:10][CH3:11])[CH2:7]2. The catalyst class is: 10. (6) Reactant: C([N:3](CC)[CH:4]=[CH:5][C:6]([C:8]1[CH:9]=[C:10]([NH:16][C:17]([NH:19][C:20]2[CH:25]=[CH:24][C:23]([F:26])=[CH:22][C:21]=2[F:27])=[O:18])[CH:11]=[CH:12][C:13]=1[O:14][CH3:15])=O)C.[NH2:30]N. Product: [F:27][C:21]1[CH:22]=[C:23]([F:26])[CH:24]=[CH:25][C:20]=1[NH:19][C:17]([NH:16][C:10]1[CH:11]=[CH:12][C:13]([O:14][CH3:15])=[C:8]([C:6]2[NH:30][N:3]=[CH:4][CH:5]=2)[CH:9]=1)=[O:18]. The catalyst class is: 130. (7) Reactant: CNCC[N:5]1[C:13](=[O:14])[C:12]2[C:7](=[CH:8][CH:9]=[CH:10][CH:11]=2)[C:6]1=[O:15].C(=O)C1C=CC=NC=1.[Na].C(O)(=O)C. Product: [C:6]1(=[O:15])[C:7]2[C:12](=[CH:11][CH:10]=[CH:9][CH:8]=2)[C:13](=[O:14])[NH:5]1. The catalyst class is: 4.